This data is from Peptide-MHC class II binding affinity with 134,281 pairs from IEDB. The task is: Regression. Given a peptide amino acid sequence and an MHC pseudo amino acid sequence, predict their binding affinity value. This is MHC class II binding data. (1) The peptide sequence is TKFKYLAGDYLSLAD. The MHC is DRB1_1101 with pseudo-sequence DRB1_1101. The binding affinity (normalized) is 0.438. (2) The peptide sequence is CDEFINVPEWSYIVEKA. The MHC is HLA-DQA10401-DQB10402 with pseudo-sequence HLA-DQA10401-DQB10402. The binding affinity (normalized) is 0.465.